The task is: Predict the reactants needed to synthesize the given product.. This data is from Full USPTO retrosynthesis dataset with 1.9M reactions from patents (1976-2016). (1) Given the product [Cl-:25].[C:1]1([CH:7]([N:19]2[CH2:24][CH2:23][CH2:22][CH2:21][CH2:20]2)[C:8]([O:10][C@@H:11]2[CH:16]3[CH2:17][CH2:18][N+:13]([CH2:26][C:27]4[N:28]=[C:29]([C:32]5[CH:33]=[CH:34][CH:35]=[CH:36][CH:37]=5)[O:30][CH:31]=4)([CH2:14][CH2:15]3)[CH2:12]2)=[O:9])[CH:6]=[CH:5][CH:4]=[CH:3][CH:2]=1, predict the reactants needed to synthesize it. The reactants are: [C:1]1([CH:7]([N:19]2[CH2:24][CH2:23][CH2:22][CH2:21][CH2:20]2)[C:8]([O:10][C@@H:11]2[CH:16]3[CH2:17][CH2:18][N:13]([CH2:14][CH2:15]3)[CH2:12]2)=[O:9])[CH:6]=[CH:5][CH:4]=[CH:3][CH:2]=1.[Cl:25][CH2:26][C:27]1[N:28]=[C:29]([C:32]2[CH:37]=[CH:36][CH:35]=[CH:34][CH:33]=2)[O:30][CH:31]=1. (2) Given the product [Cl:4][C:5]1[C:10]([CH:11]([OH:12])[CH3:1])=[C:9]([Cl:13])[N:8]=[CH:7][N:6]=1, predict the reactants needed to synthesize it. The reactants are: [CH3:1][Mg]Br.[Cl:4][C:5]1[C:10]([CH:11]=[O:12])=[C:9]([Cl:13])[N:8]=[CH:7][N:6]=1.O.